From a dataset of Peptide-MHC class II binding affinity with 134,281 pairs from IEDB. Regression. Given a peptide amino acid sequence and an MHC pseudo amino acid sequence, predict their binding affinity value. This is MHC class II binding data. (1) The peptide sequence is SDSWLKDSAIMVASD. The MHC is HLA-DQA10501-DQB10301 with pseudo-sequence HLA-DQA10501-DQB10301. The binding affinity (normalized) is 0.796. (2) The peptide sequence is NGDGDVVAVDIKEKG. The MHC is HLA-DQA10501-DQB10201 with pseudo-sequence HLA-DQA10501-DQB10201. The binding affinity (normalized) is 0.100. (3) The peptide sequence is QQYTAALSPILFECL. The MHC is HLA-DQA10101-DQB10501 with pseudo-sequence HLA-DQA10101-DQB10501. The binding affinity (normalized) is 0.431. (4) The peptide sequence is NSADTISSYFVGKMYFNL. The MHC is DRB4_0101 with pseudo-sequence DRB4_0103. The binding affinity (normalized) is 0. (5) The peptide sequence is GELQIVDTIDAAFKI. The MHC is DRB4_0101 with pseudo-sequence DRB4_0103. The binding affinity (normalized) is 0.753. (6) The peptide sequence is YHKFLANVSTVLTGK. The MHC is DRB1_0802 with pseudo-sequence DRB1_0802. The binding affinity (normalized) is 0.735. (7) The peptide sequence is TFHVEKGSNPNYLALLVKYVNGDGD. The MHC is DRB1_0301 with pseudo-sequence DRB1_0301. The binding affinity (normalized) is 0.0317.